Dataset: Catalyst prediction with 721,799 reactions and 888 catalyst types from USPTO. Task: Predict which catalyst facilitates the given reaction. (1) Reactant: [H-].[Na+].C(S)C.[CH3:6][O:7][C:8]1[CH:9]=[C:10]([CH:13]=[C:14]([O:16]C)[CH:15]=1)[CH:11]=[O:12].[Cl-].[Na+].C=O. Product: [OH:16][C:14]1[CH:13]=[C:10]([CH:9]=[C:8]([O:7][CH3:6])[CH:15]=1)[CH:11]=[O:12]. The catalyst class is: 875. (2) Reactant: CC(C)(OC([NH:7][C@@H:8]([C:19]([NH:21][C@H:22]([C:38]([N:40]1[CH2:45][CH2:44][N:43]([C:46]2[CH:51]=[CH:50][N:49]=[CH:48][CH:47]=2)[CH2:42][CH2:41]1)=[O:39])[CH2:23][CH2:24][CH2:25][CH2:26][NH:27][C:28]([O:30][CH2:31][C:32]1[CH:37]=[CH:36][CH:35]=[CH:34][CH:33]=1)=[O:29])=[O:20])[CH2:9][C:10]1[CH:15]=[C:14]([Br:16])[C:13]([OH:17])=[C:12]([Br:18])[CH:11]=1)=O)C.FC(F)(F)C(O)=O.C(=O)([O-])O.[Na+]. Product: [Br:16][C:14]1[CH:15]=[C:10]([CH:11]=[C:12]([Br:18])[C:13]=1[OH:17])[CH2:9][C@H:8]([C:19]([NH:21][C@H:22]([C:38]([N:40]1[CH2:45][CH2:44][N:43]([C:46]2[CH:51]=[CH:50][N:49]=[CH:48][CH:47]=2)[CH2:42][CH2:41]1)=[O:39])[CH2:23][CH2:24][CH2:25][CH2:26][NH:27][C:28]([O:30][CH2:31][C:32]1[CH:37]=[CH:36][CH:35]=[CH:34][CH:33]=1)=[O:29])=[O:20])[NH2:7]. The catalyst class is: 2. (3) Product: [I:12][C:8]1[CH:7]=[C:6]([CH:11]=[CH:10][CH:9]=1)[C:5]([NH:4][CH2:3][C:2](=[O:1])[CH3:14])=[O:13]. Reactant: [OH:1][CH:2]([CH3:14])[CH2:3][NH:4][C:5](=[O:13])[C:6]1[CH:11]=[CH:10][CH:9]=[C:8]([I:12])[CH:7]=1.CC(OI1(OC(C)=O)(OC(C)=O)OC(=O)C2C=CC=CC1=2)=O.C(=O)(O)[O-].[Na+]. The catalyst class is: 4. (4) Reactant: [CH3:1][C:2]1[N:3]=[N:4][NH:5][N:6]=1.[Br:7][C:8]1[CH:13]=[CH:12][C:11]([CH:14]([F:16])[F:15])=[CH:10][C:9]=1[CH2:17]Br.C(=O)([O-])[O-].[K+].[K+].O. Product: [Br:7][C:8]1[CH:13]=[CH:12][C:11]([CH:14]([F:15])[F:16])=[CH:10][C:9]=1[CH2:17][N:4]1[N:5]=[N:6][C:2]([CH3:1])=[N:3]1. The catalyst class is: 3. (5) Reactant: [NH2:1][C:2]1[N:7]=[C:6]([C:8]2[CH:15]=[CH:14][C:11]([C:12]#[N:13])=[C:10]([F:16])[CH:9]=2)[CH:5]=[C:4](Cl)[N:3]=1.[CH3:18][O:19][C:20]1[CH:25]=[CH:24][CH:23]=[CH:22][C:21]=1B(O)O.C([O-])([O-])=O.[Na+].[Na+].CCOC(C)=O. Product: [NH2:1][C:2]1[N:7]=[C:6]([C:8]2[CH:15]=[CH:14][C:11]([C:12]#[N:13])=[C:10]([F:16])[CH:9]=2)[CH:5]=[C:4]([C:21]2[CH:22]=[CH:23][CH:24]=[CH:25][C:20]=2[O:19][CH3:18])[N:3]=1. The catalyst class is: 77. (6) Reactant: [O:1]1[CH2:5][CH2:4][O:3][CH:2]1[C:6]1[CH:7]=[CH:8][C:9]2[O:13][CH:12]=[CH:11][C:10]=2[CH:14]=1.C([Li])CCC.C1C(=O)N([Cl:27])C(=O)C1.O. Product: [Cl:27][C:12]1[O:13][C:9]2[CH:8]=[CH:7][C:6]([CH:2]3[O:3][CH2:4][CH2:5][O:1]3)=[CH:14][C:10]=2[CH:11]=1. The catalyst class is: 56. (7) Reactant: S=C1[N:6]([C:7]([O:9][CH2:10][C:11]2[CH:16]=[CH:15][C:14]([O:17][C:18](=[O:20])[CH3:19])=[C:13]([O:21][CH3:22])[CH:12]=2)=[O:8])[CH2:5][CH2:4]S1.[CH:23]1(CN)[CH2:28][CH2:27]C[CH2:25][CH2:24]1.C(N(CC)CC)C. Product: [C:18]([O:17][C:14]1[CH:15]=[CH:16][C:11]([CH2:10][O:9][C:7](=[O:8])[NH:6][CH2:5][CH:4]2[CH2:27][CH2:28][CH2:23][CH2:24][CH2:25]2)=[CH:12][C:13]=1[O:21][CH3:22])(=[O:20])[CH3:19]. The catalyst class is: 76. (8) Product: [Si:7]([O:14][C@H:15]([CH2:24][O:25][Si:26]([C:29]([CH3:32])([CH3:31])[CH3:30])([CH3:27])[CH3:28])[C@@H:16]([NH:17][S@:18]([C:20]([CH3:21])([CH3:22])[CH3:23])=[O:19])[C:2]1[S:3][CH:4]=[CH:5][N:6]=1)([C:10]([CH3:13])([CH3:11])[CH3:12])([CH3:9])[CH3:8]. Reactant: Br[C:2]1[S:3][CH:4]=[CH:5][N:6]=1.[Si:7]([O:14][C@H:15]([CH2:24][O:25][Si:26]([C:29]([CH3:32])([CH3:31])[CH3:30])([CH3:28])[CH3:27])/[CH:16]=[N:17]/[S@:18]([C:20]([CH3:23])([CH3:22])[CH3:21])=[O:19])([C:10]([CH3:13])([CH3:12])[CH3:11])([CH3:9])[CH3:8]. The catalyst class is: 28.